From a dataset of Forward reaction prediction with 1.9M reactions from USPTO patents (1976-2016). Predict the product of the given reaction. (1) Given the reactants [C:1]([O:4][CH2:5][C:6]1[C:11](B2OC(C)(C)C(C)(C)O2)=[CH:10][CH:9]=[CH:8][C:7]=1[N:21]1[CH2:33][CH2:32][N:24]2[C:25]3[CH2:26][CH2:27][CH2:28][CH2:29][C:30]=3[CH:31]=[C:23]2[C:22]1=[O:34])(=[O:3])[CH3:2].Br[C:36]1[CH:37]=[C:38]([NH:44][C:45]2[CH:50]=[CH:49][N:48]=[C:47]([CH3:51])[N:46]=2)[C:39](=[O:43])[N:40]([CH3:42])[CH:41]=1, predict the reaction product. The product is: [C:1]([O:4][CH2:5][C:6]1[C:7]([N:21]2[CH2:33][CH2:32][N:24]3[C:25]4[CH2:26][CH2:27][CH2:28][CH2:29][C:30]=4[CH:31]=[C:23]3[C:22]2=[O:34])=[CH:8][CH:9]=[CH:10][C:11]=1[C:36]1[CH:37]=[C:38]([NH:44][C:45]2[CH:50]=[CH:49][N:48]=[C:47]([CH3:51])[N:46]=2)[C:39](=[O:43])[N:40]([CH3:42])[CH:41]=1)(=[O:3])[CH3:2]. (2) Given the reactants [C:1]([CH2:3][C:4]([N:6]([CH:18]1[CH2:20][CH2:19]1)[C:7]([NH:9][C:10]1[CH:15]=[CH:14][C:13]([I:16])=[CH:12][C:11]=1[F:17])=[O:8])=[O:5])#[N:2].[OH-].[Na+], predict the reaction product. The product is: [NH2:2][C:1]1[N:9]([C:10]2[CH:15]=[CH:14][C:13]([I:16])=[CH:12][C:11]=2[F:17])[C:7](=[O:8])[N:6]([CH:18]2[CH2:19][CH2:20]2)[C:4](=[O:5])[CH:3]=1. (3) Given the reactants [CH2:1]([N:5]([CH2:26][CH2:27][CH2:28][CH3:29])[C:6]1[CH:11]=[CH:10][C:9]([CH:12]=[CH:13][C:14]2[C:21]([CH3:22])=[CH:20][C:17]([CH:18]=O)=[C:16]([CH3:23])[CH:15]=2)=[C:8]([O:24][CH3:25])[CH:7]=1)[CH2:2][CH2:3][CH3:4].[C:30]([C:32]1[C:33](=[C:43]([C:46]#[N:47])[C:44]#[N:45])[O:34][C:35]([CH3:42])([C:38]([F:41])([F:40])[F:39])[C:36]=1[CH3:37])#[N:31], predict the reaction product. The product is: [CH2:26]([N:5]([CH2:1][CH2:2][CH2:3][CH3:4])[C:6]1[CH:11]=[CH:10][C:9]([CH:12]=[CH:13][C:14]2[C:21]([CH3:22])=[CH:20][C:17]([CH:18]=[CH:37][C:36]3[C:35]([CH3:42])([C:38]([F:41])([F:39])[F:40])[O:34][C:33](=[C:43]([C:44]#[N:45])[C:46]#[N:47])[C:32]=3[C:30]#[N:31])=[C:16]([CH3:23])[CH:15]=2)=[C:8]([O:24][CH3:25])[CH:7]=1)[CH2:27][CH2:28][CH3:29]. (4) Given the reactants [NH2:1][C:2]1[CH:7]=[C:6]([Cl:8])[CH:5]=[CH:4][N:3]=1.[H-].[Na+].Cl[C:12]1[S:13][C:14]([C:17]2[CH:18]=[CH:19][C:20]([CH3:23])=[N:21][CH:22]=2)=[CH:15][N:16]=1.C([O-])(O)=O.[Na+], predict the reaction product. The product is: [Cl:8][C:6]1[CH:5]=[CH:4][N:3]=[C:2]([NH:1][C:12]2[S:13][C:14]([C:17]3[CH:22]=[N:21][C:20]([CH3:23])=[CH:19][CH:18]=3)=[CH:15][N:16]=2)[CH:7]=1. (5) The product is: [O:1]1[C:5]2([CH2:10][CH2:9][CH:8]([OH:11])[CH2:7][CH2:6]2)[O:4][CH2:3][CH2:2]1. Given the reactants [O:1]1[C:5]2([CH2:10][CH2:9][C:8](=[O:11])[CH2:7][CH2:6]2)[O:4][CH2:3][CH2:2]1.[BH4-].[Na+], predict the reaction product. (6) Given the reactants Br[C:2]1[CH:23]=[CH:22][C:5]([CH2:6][N:7]([CH3:21])[C:8](=[O:20])[CH2:9][CH2:10][CH2:11][NH:12][C:13](=[O:19])[O:14][C:15]([CH3:18])([CH3:17])[CH3:16])=[CH:4][C:3]=1[Cl:24].[B:25]1([B:25]2[O:29][C:28]([CH3:31])([CH3:30])[C:27]([CH3:33])([CH3:32])[O:26]2)[O:29][C:28]([CH3:31])([CH3:30])[C:27]([CH3:33])([CH3:32])[O:26]1.C([O-])(=O)C.[K+], predict the reaction product. The product is: [Cl:24][C:3]1[CH:4]=[C:5]([CH:22]=[CH:23][C:2]=1[B:25]1[O:29][C:28]([CH3:31])([CH3:30])[C:27]([CH3:33])([CH3:32])[O:26]1)[CH2:6][N:7]([CH3:21])[C:8](=[O:20])[CH2:9][CH2:10][CH2:11][NH:12][C:13](=[O:19])[O:14][C:15]([CH3:18])([CH3:17])[CH3:16].